From a dataset of NCI-60 drug combinations with 297,098 pairs across 59 cell lines. Regression. Given two drug SMILES strings and cell line genomic features, predict the synergy score measuring deviation from expected non-interaction effect. (1) Drug 1: CNC(=O)C1=NC=CC(=C1)OC2=CC=C(C=C2)NC(=O)NC3=CC(=C(C=C3)Cl)C(F)(F)F. Drug 2: CN1C2=C(C=C(C=C2)N(CCCl)CCCl)N=C1CCCC(=O)O.Cl. Cell line: HS 578T. Synergy scores: CSS=-4.57, Synergy_ZIP=4.42, Synergy_Bliss=2.68, Synergy_Loewe=1.86, Synergy_HSA=-0.269. (2) Drug 1: CNC(=O)C1=CC=CC=C1SC2=CC3=C(C=C2)C(=NN3)C=CC4=CC=CC=N4. Drug 2: N.N.Cl[Pt+2]Cl. Cell line: IGROV1. Synergy scores: CSS=1.85, Synergy_ZIP=-0.457, Synergy_Bliss=0.220, Synergy_Loewe=-0.206, Synergy_HSA=-0.165. (3) Drug 1: CC12CCC(CC1=CCC3C2CCC4(C3CC=C4C5=CN=CC=C5)C)O. Drug 2: CC1=CC2C(CCC3(C2CCC3(C(=O)C)OC(=O)C)C)C4(C1=CC(=O)CC4)C. Cell line: TK-10. Synergy scores: CSS=-0.447, Synergy_ZIP=1.74, Synergy_Bliss=1.67, Synergy_Loewe=-6.12, Synergy_HSA=-2.84. (4) Drug 1: CC1=CC=C(C=C1)C2=CC(=NN2C3=CC=C(C=C3)S(=O)(=O)N)C(F)(F)F. Drug 2: C1CCC(C(C1)N)N.C(=O)(C(=O)[O-])[O-].[Pt+4]. Cell line: KM12. Synergy scores: CSS=8.07, Synergy_ZIP=-6.98, Synergy_Bliss=-5.70, Synergy_Loewe=-9.34, Synergy_HSA=-3.92.